This data is from Reaction yield outcomes from USPTO patents with 853,638 reactions. The task is: Predict the reaction yield, written as a fraction of the theoretical maximum amount of product (1.0 means a 100% yield; for example, 0.34 means a 34% yield). The reactants are [CH3:1][O:2][C:3]1[CH:49]=[CH:48][C:6]([CH2:7][N:8]([CH2:39][C:40]2[CH:45]=[CH:44][C:43]([O:46][CH3:47])=[CH:42][CH:41]=2)[C:9]2[N:14]=[C:13]([CH3:15])[N:12]=[C:11]([C:16]3[CH:17]=[C:18]([C@H:23]([N:25]4[CH2:30][CH2:29][N:28](C(OC(C)(C)C)=O)[CH2:27][C@@H:26]4[CH3:38])[CH3:24])[CH:19]=[N:20][C:21]=3[F:22])[CH:10]=2)=[CH:5][CH:4]=1.C(O)(C(F)(F)F)=O. The catalyst is C(Cl)Cl. The product is [F:22][C:21]1[C:16]([C:11]2[N:12]=[C:13]([CH3:15])[N:14]=[C:9]([N:8]([CH2:7][C:6]3[CH:48]=[CH:49][C:3]([O:2][CH3:1])=[CH:4][CH:5]=3)[CH2:39][C:40]3[CH:41]=[CH:42][C:43]([O:46][CH3:47])=[CH:44][CH:45]=3)[CH:10]=2)=[CH:17][C:18]([C@H:23]([N:25]2[CH2:30][CH2:29][NH:28][CH2:27][C@@H:26]2[CH3:38])[CH3:24])=[CH:19][N:20]=1. The yield is 0.980.